The task is: Predict the reactants needed to synthesize the given product.. This data is from Full USPTO retrosynthesis dataset with 1.9M reactions from patents (1976-2016). (1) Given the product [C:11]1([CH2:10][CH:8]([OH:9])[CH2:7][C:1]2[CH:2]=[CH:3][CH:4]=[CH:5][CH:6]=2)[CH:16]=[CH:15][CH:14]=[CH:13][CH:12]=1, predict the reactants needed to synthesize it. The reactants are: [C:1]1([CH2:7][C:8]([CH2:10][C:11]2[CH:16]=[CH:15][CH:14]=[CH:13][CH:12]=2)=[O:9])[CH:6]=[CH:5][CH:4]=[CH:3][CH:2]=1.[BH4-].[Na+].Cl. (2) Given the product [Br:1][C:2]1[CH:7]=[CH:6][C:5]([Br:8])=[CH:4][C:3]=1[C:9]1[CH:14]=[CH:13][C:12]([S:16]([Cl:15])(=[O:18])=[O:17])=[CH:11][CH:10]=1, predict the reactants needed to synthesize it. The reactants are: [Br:1][C:2]1[CH:7]=[CH:6][C:5]([Br:8])=[CH:4][C:3]=1[C:9]1[CH:14]=[CH:13][CH:12]=[CH:11][CH:10]=1.[Cl:15][S:16](O)(=[O:18])=[O:17].O=P(Cl)(Cl)Cl. (3) Given the product [C:8]([C:7]1[CH:10]=[C:11]([C:14]2[S:15][C:16]([C:19]3[C:20]([CH3:29])=[C:21]4[C:26](=[CH:27][CH:28]=3)[CH2:25][N:24]([CH2:32][CH2:31][C:30]([O:34][CH2:35][CH3:36])=[O:33])[CH2:23][CH2:22]4)=[N:17][N:18]=2)[CH:12]=[CH:13][C:6]=1[O:5][CH:3]([CH3:2])[CH3:4])#[N:9], predict the reactants needed to synthesize it. The reactants are: Cl.[CH3:2][CH:3]([O:5][C:6]1[CH:13]=[CH:12][C:11]([C:14]2[S:15][C:16]([C:19]3[C:20]([CH3:29])=[C:21]4[C:26](=[CH:27][CH:28]=3)[CH2:25][NH:24][CH2:23][CH2:22]4)=[N:17][N:18]=2)=[CH:10][C:7]=1[C:8]#[N:9])[CH3:4].[C:30]([O:34][CH2:35][CH3:36])(=[O:33])[CH:31]=[CH2:32].N1CCCN2CCCCCC=12.CC#N. (4) The reactants are: [CH:1]1[C:9]2[C:8]3[CH:10]=[CH:11][CH:12]=[CH:13][C:7]=3[S:6][C:5]=2[C:4]([C:14]2[CH:15]=[C:16]([OH:20])[CH:17]=[CH:18][CH:19]=2)=[CH:3][CH:2]=1.C(N(CC)CC)C.[C:28](Cl)(=[O:31])[CH:29]=[CH2:30].O. Given the product [C:28]([O:20][C:16]1[CH:17]=[CH:18][CH:19]=[C:14]([C:4]2[C:5]3[S:6][C:7]4[CH:13]=[CH:12][CH:11]=[CH:10][C:8]=4[C:9]=3[CH:1]=[CH:2][CH:3]=2)[CH:15]=1)(=[O:31])[CH:29]=[CH2:30], predict the reactants needed to synthesize it. (5) Given the product [C:16]1([S:22]([N:25]2[C:33]3[C:28](=[CH:29][CH:30]=[CH:31][CH:32]=3)[CH:27]=[C:26]2[C:3]2([OH:14])[C:12]3[C:7](=[CH:8][CH:9]=[CH:10][CH:11]=3)[C:6](=[O:13])[CH:5]=[CH:4]2)(=[O:24])=[O:23])[CH:17]=[CH:18][CH:19]=[CH:20][CH:21]=1, predict the reactants needed to synthesize it. The reactants are: CO[C:3]1([O:14]C)[C:12]2[C:7](=[CH:8][CH:9]=[CH:10][CH:11]=2)[C:6](=[O:13])[CH:5]=[CH:4]1.[C:16]1([S:22]([N:25]2[C:33]3[C:28](=[CH:29][CH:30]=[CH:31][CH:32]=3)[CH:27]=[CH:26]2)(=[O:24])=[O:23])[CH:21]=[CH:20][CH:19]=[CH:18][CH:17]=1. (6) Given the product [N+:23]([C:22]1[C:17]([N:13]2[CH2:12][CH2:11][C:10](=[CH:9]/[CH:8]=[CH:7]/[C:1]3[CH:6]=[CH:5][CH:4]=[CH:3][CH:2]=3)[CH2:15][CH2:14]2)=[N:18][CH:19]=[CH:20][CH:21]=1)([O-:25])=[O:24], predict the reactants needed to synthesize it. The reactants are: [C:1]1(/[CH:7]=[CH:8]/[CH:9]=[C:10]2[CH2:15][CH2:14][NH:13][CH2:12][CH2:11]2)[CH:6]=[CH:5][CH:4]=[CH:3][CH:2]=1.Cl[C:17]1[C:22]([N+:23]([O-:25])=[O:24])=[CH:21][CH:20]=[CH:19][N:18]=1.C(N(CC)CC)C. (7) Given the product [OH:47][CH2:46][CH2:38][CH2:9][O:8][P:6](=[O:7])([O:5][C:1]([CH3:2])([CH3:3])[CH3:4])[O:39][C:40]([CH3:41])([CH3:42])[CH3:43], predict the reactants needed to synthesize it. The reactants are: [C:1]([O:5][P:6]([O:39][C:40]([CH3:43])([CH3:42])[CH3:41])([O:8][CH:9]([CH3:38])COC(N1C2C(=CC=C(C(F)(F)F)C=2)[C@@](C2C=C(Cl)C=CC=2OC)(F)C1=O)=O)=[O:7])([CH3:4])([CH3:3])[CH3:2].FC(F)(F)[C:46](O)=[O:47]. (8) Given the product [N:31]1([C:13](=[O:15])[C:11]([NH:10][C:8]([C:7]2[C:2]([OH:1])=[N:3][C:4]([N:17]3[CH:21]=[CH:20][CH:19]=[N:18]3)=[N:5][CH:6]=2)=[O:9])([CH3:12])[CH3:16])[C:39]2[C:34](=[CH:35][CH:36]=[CH:37][CH:38]=2)[CH2:33][CH2:32]1, predict the reactants needed to synthesize it. The reactants are: [OH:1][C:2]1[C:7]([C:8]([NH:10][C:11]([CH3:16])([C:13]([OH:15])=O)[CH3:12])=[O:9])=[CH:6][N:5]=[C:4]([N:17]2[CH:21]=[CH:20][CH:19]=[N:18]2)[N:3]=1.CCN(C(C)C)C(C)C.[NH:31]1[C:39]2[C:34](=[CH:35][CH:36]=[CH:37][CH:38]=2)[CH2:33][CH2:32]1.C1C=CC2N(O)N=NC=2C=1.C(Cl)CCl. (9) Given the product [CH3:13][O:12][C:3]1[CH:4]=[C:5]([C:6]([OH:8])=[O:7])[CH:10]=[CH:11][C:2]=1[C:15]1[CH:16]=[CH:17][CH:18]=[CH:19][C:14]=1[CH3:23], predict the reactants needed to synthesize it. The reactants are: Br[C:2]1[CH:11]=[CH:10][C:5]([C:6]([O:8]C)=[O:7])=[CH:4][C:3]=1[O:12][CH3:13].[C:14]1([CH3:23])[CH:19]=[CH:18][CH:17]=[CH:16][C:15]=1B(O)O.C(=O)([O-])[O-].[K+].[K+].[OH-].[Na+]. (10) Given the product [Cl:1][C:2]1[CH:3]=[C:4]([CH2:5][OH:6])[CH:8]=[C:9]([Cl:11])[N:10]=1, predict the reactants needed to synthesize it. The reactants are: [Cl:1][C:2]1[CH:3]=[C:4]([CH:8]=[C:9]([Cl:11])[N:10]=1)[C:5](Cl)=[O:6].[Li+].[BH4-].